From a dataset of Forward reaction prediction with 1.9M reactions from USPTO patents (1976-2016). Predict the product of the given reaction. (1) Given the reactants [CH:1]1([C:4]2[CH:5]=[C:6]([NH:9][C:10]3[C:11]4[CH2:29][NH:28][CH2:27][CH2:26][C:12]=4[N:13]=[C:14]([NH:16][C@H:17]([C:19]4[CH:24]=[CH:23][C:22]([F:25])=[CH:21][CH:20]=4)[CH3:18])[N:15]=3)[NH:7][N:8]=2)[CH2:3][CH2:2]1.[C:30](O)(=[O:32])[CH3:31], predict the reaction product. The product is: [CH:1]1([C:4]2[NH:8][N:7]=[C:6]([NH:9][C:10]3[C:11]4[CH2:29][N:28]([C:30](=[O:32])[CH3:31])[CH2:27][CH2:26][C:12]=4[N:13]=[C:14]([NH:16][C@H:17]([C:19]4[CH:24]=[CH:23][C:22]([F:25])=[CH:21][CH:20]=4)[CH3:18])[N:15]=3)[CH:5]=2)[CH2:3][CH2:2]1. (2) Given the reactants [Cl:1][C:2]1[N:3]=[C:4]([NH:22][CH2:23][CH:24]2[CH2:29][CH2:28][N:27]([C:30]([O:32][C:33]([CH3:36])([CH3:35])[CH3:34])=[O:31])[CH2:26][CH2:25]2)[C:5]2[C:10](I)=[CH:9][N:8]([S:12]([C:15]3[CH:21]=[CH:20][C:18]([CH3:19])=[CH:17][CH:16]=3)(=[O:14])=[O:13])[C:6]=2[N:7]=1.C([Sn](CCCC)(CCCC)[C:42]1[CH:47]=[CH:46][N:45]=[CH:44][CH:43]=1)CCC.O.CCOC(C)=O, predict the reaction product. The product is: [Cl:1][C:2]1[N:3]=[C:4]([NH:22][CH2:23][CH:24]2[CH2:29][CH2:28][N:27]([C:30]([O:32][C:33]([CH3:36])([CH3:35])[CH3:34])=[O:31])[CH2:26][CH2:25]2)[C:5]2[C:10]([C:42]3[CH:47]=[CH:46][N:45]=[CH:44][CH:43]=3)=[CH:9][N:8]([S:12]([C:15]3[CH:21]=[CH:20][C:18]([CH3:19])=[CH:17][CH:16]=3)(=[O:14])=[O:13])[C:6]=2[N:7]=1. (3) The product is: [C:42]([C:41]1[CH:44]=[C:37]([C:2]2[C:3]([N:22]3[CH2:26][CH2:25][C@H:24]([CH2:27][OH:28])[CH2:23]3)=[N:4][CH:5]=[C:6]([C:7]([NH:9][C:10]3[CH:15]=[CH:14][C:13]([S:16][C:17]([F:19])([F:18])[F:20])=[CH:12][CH:11]=3)=[O:8])[CH:21]=2)[CH:38]=[N:39][CH:40]=1)#[N:43]. Given the reactants Br[C:2]1[C:3]([N:22]2[CH2:26][CH2:25][C@H:24]([CH2:27][OH:28])[CH2:23]2)=[N:4][CH:5]=[C:6]([CH:21]=1)[C:7]([NH:9][C:10]1[CH:15]=[CH:14][C:13]([S:16][C:17]([F:20])([F:19])[F:18])=[CH:12][CH:11]=1)=[O:8].CC1(C)C(C)(C)OB([C:37]2[CH:38]=[N:39][CH:40]=[C:41]([CH:44]=2)[C:42]#[N:43])O1, predict the reaction product. (4) Given the reactants Cl[C:2]1[CH:11]=[CH:10][C:9]2[C:8]([C:12]([NH:14][CH2:15][CH:16]3[CH2:21][CH2:20][CH2:19][CH2:18][CH2:17]3)=[O:13])=[C:7]([Cl:22])[CH:6]=[CH:5][C:4]=2[N:3]=1.[NH:23]1[CH2:26][CH:25]([C:27]#[N:28])[CH2:24]1.C(=O)([O-])[O-].[K+].[K+].O, predict the reaction product. The product is: [Cl:22][C:7]1[CH:6]=[CH:5][C:4]2[N:3]=[C:2]([N:23]3[CH2:26][CH:25]([C:27]#[N:28])[CH2:24]3)[CH:11]=[CH:10][C:9]=2[C:8]=1[C:12]([NH:14][CH2:15][CH:16]1[CH2:21][CH2:20][CH2:19][CH2:18][CH2:17]1)=[O:13]. (5) Given the reactants [C:1](Cl)(=[O:8])[C:2]1[CH:7]=[CH:6][CH:5]=[CH:4][CH:3]=1.[N:10]1[CH:15]=[CH:14][C:13]([C:16]2[C:24]3[C:19](=[CH:20][CH:21]=[C:22]([NH:25][C:26]([CH:28]4[CH2:33][CH2:32][CH2:31][NH:30][CH2:29]4)=[O:27])[CH:23]=3)[NH:18][N:17]=2)=[CH:12][CH:11]=1, predict the reaction product. The product is: [C:1]([N:30]1[CH2:31][CH2:32][CH2:33][CH:28]([C:26]([NH:25][C:22]2[CH:23]=[C:24]3[C:19](=[CH:20][CH:21]=2)[NH:18][N:17]=[C:16]3[C:13]2[CH:12]=[CH:11][N:10]=[CH:15][CH:14]=2)=[O:27])[CH2:29]1)(=[O:8])[C:2]1[CH:7]=[CH:6][CH:5]=[CH:4][CH:3]=1. (6) Given the reactants Cl.[I:2][C:3]1[CH:8]=[CH:7][C:6]([CH2:9][NH2:10])=[CH:5][CH:4]=1.C(N(C(C)C)CC)(C)C.[C:20](O[C:20]([O:22][C:23]([CH3:26])([CH3:25])[CH3:24])=[O:21])([O:22][C:23]([CH3:26])([CH3:25])[CH3:24])=[O:21], predict the reaction product. The product is: [I:2][C:3]1[CH:8]=[CH:7][C:6]([CH2:9][NH:10][C:20](=[O:21])[O:22][C:23]([CH3:26])([CH3:25])[CH3:24])=[CH:5][CH:4]=1. (7) Given the reactants Br[C:2]1[CH:3]=[C:4]([N+:8]([O-:10])=[O:9])[CH:5]=[CH:6][CH:7]=1.[NH:11]1[CH2:15][CH2:14][CH2:13][CH2:12]1.CC(C)([O-])C.[Na+], predict the reaction product. The product is: [N+:8]([C:4]1[CH:3]=[C:2]([N:11]2[CH2:15][CH2:14][CH2:13][CH2:12]2)[CH:7]=[CH:6][CH:5]=1)([O-:10])=[O:9]. (8) Given the reactants [C:1](=O)([O-])[O-].[K+].[K+].IC.[CH:9]([O:12][C:13]1[CH:21]=[C:20]([C:22]([O:24][CH3:25])=[O:23])[CH:19]=[C:18]2[C:14]=1[CH:15]=[CH:16][NH:17]2)([CH3:11])[CH3:10].CCCCCCC.C(OCC)(=O)C, predict the reaction product. The product is: [CH:9]([O:12][C:13]1[CH:21]=[C:20]([C:22]([O:24][CH3:25])=[O:23])[CH:19]=[C:18]2[C:14]=1[CH:15]=[CH:16][N:17]2[CH3:1])([CH3:11])[CH3:10]. (9) Given the reactants [OH:1][C:2]1[CH:7]=[CH:6][CH:5]=[CH:4][C:3]=1[CH2:8][C:9](O)=[O:10].CCN(CC)CC.ClC(OCC)=O.[BH4-].[Na+], predict the reaction product. The product is: [OH:10][CH2:9][CH2:8][C:3]1[CH:4]=[CH:5][CH:6]=[CH:7][C:2]=1[OH:1]. (10) The product is: [C:31]([O:30][C:28](=[O:29])[NH:1][C@H:4]([C:5]([N:7]1[C@@H:11]([C:12]2[CH:17]=[CH:16][CH:15]=[CH:14][CH:13]=2)[CH2:10][O:9][C:8]1=[O:18])=[O:6])[C@H:19]([C:22]1[CH:27]=[CH:26][CH:25]=[CH:24][CH:23]=1)[CH2:20][CH3:21])([CH3:34])([CH3:33])[CH3:32]. Given the reactants [N:1]([C@@H:4]([C@H:19]([C:22]1[CH:27]=[CH:26][CH:25]=[CH:24][CH:23]=1)[CH2:20][CH3:21])[C:5]([N:7]1[C@@H:11]([C:12]2[CH:17]=[CH:16][CH:15]=[CH:14][CH:13]=2)[CH2:10][O:9][C:8]1=[O:18])=[O:6])=[N+]=[N-].[C:28](O[C:28]([O:30][C:31]([CH3:34])([CH3:33])[CH3:32])=[O:29])([O:30][C:31]([CH3:34])([CH3:33])[CH3:32])=[O:29].C(OCC)(=O)C, predict the reaction product.